Dataset: NCI-60 drug combinations with 297,098 pairs across 59 cell lines. Task: Regression. Given two drug SMILES strings and cell line genomic features, predict the synergy score measuring deviation from expected non-interaction effect. (1) Synergy scores: CSS=6.87, Synergy_ZIP=-4.32, Synergy_Bliss=-3.39, Synergy_Loewe=-12.6, Synergy_HSA=-2.80. Drug 2: C1CN(P(=O)(OC1)NCCCl)CCCl. Drug 1: C1CC(=O)NC(=O)C1N2C(=O)C3=CC=CC=C3C2=O. Cell line: SF-295. (2) Drug 1: CN(CC1=CN=C2C(=N1)C(=NC(=N2)N)N)C3=CC=C(C=C3)C(=O)NC(CCC(=O)O)C(=O)O. Drug 2: CC12CCC3C(C1CCC2OP(=O)(O)O)CCC4=C3C=CC(=C4)OC(=O)N(CCCl)CCCl.[Na+]. Cell line: CCRF-CEM. Synergy scores: CSS=55.4, Synergy_ZIP=-4.18, Synergy_Bliss=-8.66, Synergy_Loewe=-6.15, Synergy_HSA=-5.98. (3) Drug 2: CS(=O)(=O)OCCCCOS(=O)(=O)C. Cell line: MOLT-4. Synergy scores: CSS=45.7, Synergy_ZIP=-0.956, Synergy_Bliss=1.22, Synergy_Loewe=-6.50, Synergy_HSA=1.60. Drug 1: CCC(=C(C1=CC=CC=C1)C2=CC=C(C=C2)OCCN(C)C)C3=CC=CC=C3.C(C(=O)O)C(CC(=O)O)(C(=O)O)O. (4) Drug 1: C1=CC(=C2C(=C1NCCNCCO)C(=O)C3=C(C=CC(=C3C2=O)O)O)NCCNCCO. Drug 2: C1=CN(C(=O)N=C1N)C2C(C(C(O2)CO)O)O.Cl. Cell line: MALME-3M. Synergy scores: CSS=43.5, Synergy_ZIP=-9.73, Synergy_Bliss=-2.80, Synergy_Loewe=-2.00, Synergy_HSA=3.12.